Dataset: Full USPTO retrosynthesis dataset with 1.9M reactions from patents (1976-2016). Task: Predict the reactants needed to synthesize the given product. (1) Given the product [C:22]([N:1]1[C:2]2=[CH:7][N:6]=[C:5]([C:8]3[CH:9]=[C:10]([CH:17]=[CH:18][C:19]=3[CH3:20])[C:11]([NH:13][CH:14]3[CH2:15][CH2:16]3)=[O:12])[CH:4]=[C:3]2[CH:21]=[N:39]1)(=[O:25])[CH3:23], predict the reactants needed to synthesize it. The reactants are: [NH2:1][C:2]1[C:3]([CH3:21])=[CH:4][C:5]([C:8]2[CH:9]=[C:10]([CH:17]=[CH:18][C:19]=2[CH3:20])[C:11]([NH:13][CH:14]2[CH2:16][CH2:15]2)=[O:12])=[N:6][CH:7]=1.[C:22]([O-:25])(=O)[CH3:23].[K+].C(OC(=O)C)(=O)C.C(O[N:39]=O)(C)(C)C.C1OCCOCCOCCOCCOCCOC1. (2) Given the product [I:15][C:2]1[O:1][C:5]2[CH:6]=[CH:7][CH:8]=[CH:9][C:4]=2[CH:3]=1, predict the reactants needed to synthesize it. The reactants are: [O:1]1[C:5]2[CH:6]=[CH:7][CH:8]=[CH:9][C:4]=2[CH:3]=[CH:2]1.[Li]C(C)(C)C.[I:15]I. (3) The reactants are: [F:1][C:2]1[C:7]([F:8])=[CH:6][CH:5]=[CH:4][C:3]=1[C:9]1[N:17]=[C:12]2[CH:13]=[N:14][NH:15][CH:16]=[C:11]2[N:10]=1.Cl[CH2:19][C:20]1[CH:25]=[CH:24][C:23]([CH:26]=[CH:27][C:28]2[CH:33]=[CH:32][CH:31]=[CH:30][CH:29]=2)=[CH:22][CH:21]=1. Given the product [F:1][C:2]1[C:7]([F:8])=[CH:6][CH:5]=[CH:4][C:3]=1[C:9]1[N:17]=[C:12]2[CH:13]=[N:14][N:15]([CH2:19][C:20]3[CH:25]=[CH:24][C:23]([CH:26]=[CH:27][C:28]4[CH:33]=[CH:32][CH:31]=[CH:30][CH:29]=4)=[CH:22][CH:21]=3)[CH:16]=[C:11]2[N:10]=1, predict the reactants needed to synthesize it.